This data is from Catalyst prediction with 721,799 reactions and 888 catalyst types from USPTO. The task is: Predict which catalyst facilitates the given reaction. (1) Reactant: [Cl:1][CH2:2][C:3]([NH:5][C:6]1[CH:7]=[C:8]2[C:13](=[CH:14][C:15]=1OCCOCCF)[N:12]=[CH:11][N:10]=[C:9]2[NH:23][C:24]1[CH:29]=[C:28]([Cl:30])[C:27]([Cl:31])=[CH:26][C:25]=1[F:32])=[O:4].ClC1C(Cl)=CC(NC2C3C(=CC=C(N)C=3)N=C([O:53][CH2:54][CH2:55][O:56][CH2:57][CH2:58][O:59][CH2:60][CH2:61][O:62][CH2:63][CH2:64][F:65])N=2)=C(F)C=1.CCN(C(C)C)C(C)C.ClCC(Cl)=O. Product: [Cl:1][CH2:2][C:3]([NH:5][C:6]1[CH:7]=[C:8]2[C:13](=[CH:14][C:15]=1[O:53][CH2:54][CH2:55][O:56][CH2:57][CH2:58][O:59][CH2:60][CH2:61][O:62][CH2:63][CH2:64][F:65])[N:12]=[CH:11][N:10]=[C:9]2[NH:23][C:24]1[CH:29]=[C:28]([Cl:30])[C:27]([Cl:31])=[CH:26][C:25]=1[F:32])=[O:4]. The catalyst class is: 1. (2) Reactant: Cl[C:2]1[N:3]=[C:4]([N:11]2[CH2:16][CH2:15][O:14][C:13]([CH3:18])([CH3:17])[CH2:12]2)[C:5]2[S:10][CH:9]=[CH:8][C:6]=2[N:7]=1.[NH2:19][C:20]1[N:25]=[CH:24][C:23](B2OC(C)(C)C(C)(C)O2)=[CH:22][N:21]=1.CC#N.CC([O-])=O.[K+]. Product: [CH3:17][C:13]1([CH3:18])[CH2:12][N:11]([C:4]2[C:5]3[S:10][CH:9]=[CH:8][C:6]=3[N:7]=[C:2]([C:23]3[CH:22]=[N:21][C:20]([NH2:19])=[N:25][CH:24]=3)[N:3]=2)[CH2:16][CH2:15][O:14]1. The catalyst class is: 257. (3) Reactant: [O:1]1[C:5]2[CH:6]=[CH:7][CH:8]=[CH:9][C:4]=2[CH:3]=[C:2]1[CH:10]=[N:11][S:12]([C:15]1[CH:25]=[CH:24][C:18]2[O:19][CH2:20][CH2:21][CH2:22][O:23][C:17]=2[CH:16]=1)(=[O:14])=[O:13].O1CCCC1.Br[Mg][C:33]1[C:38]([CH3:39])=[CH:37][CH:36]=[CH:35][C:34]=1[CH3:40]. Product: [O:1]1[C:5]2[CH:6]=[CH:7][CH:8]=[CH:9][C:4]=2[CH:3]=[C:2]1[CH:10]([C:33]1[C:38]([CH3:39])=[CH:37][CH:36]=[CH:35][C:34]=1[CH3:40])[NH:11][S:12]([C:15]1[CH:25]=[CH:24][C:18]2[O:19][CH2:20][CH2:21][CH2:22][O:23][C:17]=2[CH:16]=1)(=[O:13])=[O:14]. The catalyst class is: 5. (4) Reactant: [CH3:1][O:2][C:3]1[CH:4]=[C:5]([CH2:9][CH2:10][C:11](O)=[O:12])[CH:6]=[CH:7][CH:8]=1.CO. Product: [CH3:1][O:2][C:3]1[CH:4]=[C:5]([CH2:9][CH2:10][CH2:11][OH:12])[CH:6]=[CH:7][CH:8]=1. The catalyst class is: 1. (5) Reactant: [CH2:1]([N:8]([CH2:23][CH:24]=[O:25])[C:9]([CH:11]1[C:14]2[CH:15]=[CH:16][CH:17]=[C:18]([C:19]([F:22])([F:21])[F:20])[C:13]=2[CH2:12]1)=[O:10])[C:2]1[CH:7]=[CH:6][CH:5]=[CH:4][CH:3]=1.ClC1C=CC=CC=1Cl.C(OCC)(=O)C. Product: [CH2:1]([N:8]1[C:9](=[O:10])[C@@H:11]2[C:14]3[CH:15]=[CH:16][CH:17]=[C:18]([C:19]([F:22])([F:21])[F:20])[C:13]=3[CH2:12][O:25][C@H:24]2[CH2:23]1)[C:2]1[CH:3]=[CH:4][CH:5]=[CH:6][CH:7]=1. The catalyst class is: 194. (6) Reactant: [Cl:1][C:2]1[CH:7]=[CH:6][C:5]([NH:8][C:9]2[N:14]=[N:13][C:12]([C:15]([OH:17])=O)=[CH:11][CH:10]=2)=[CH:4][CH:3]=1.CCN(C(C)C)C(C)C.CN(C(ON1N=N[C:37]2[CH:38]=[CH:39][CH:40]=[N:41][C:36]1=2)=[N+](C)C)C.F[P-](F)(F)(F)(F)F.N1CCCCC1. Product: [Cl:1][C:2]1[CH:3]=[CH:4][C:5]([NH:8][C:9]2[N:14]=[N:13][C:12]([C:15]([N:41]3[CH2:36][CH2:37][CH2:38][CH2:39][CH2:40]3)=[O:17])=[CH:11][CH:10]=2)=[CH:6][CH:7]=1. The catalyst class is: 566.